Dataset: Reaction yield outcomes from USPTO patents with 853,638 reactions. Task: Predict the reaction yield, written as a fraction of the theoretical maximum amount of product (1.0 means a 100% yield; for example, 0.34 means a 34% yield). (1) The reactants are [CH2:1]([N:3]([CH3:25])[C:4]1[N:24]=[C:7]2[CH:8]=[C:9]([NH:12][C:13]([C:15]3[N:19]([CH3:20])[N:18]=[CH:17][C:16]=3[C:21]([OH:23])=O)=[O:14])[CH:10]=[CH:11][N:6]2[N:5]=1)[CH3:2].[NH:26]1[CH2:31][CH2:30][O:29][CH2:28][CH2:27]1.CCCP(=O)=O.C(N(CC)C(C)C)(C)C. The catalyst is O1CCCC1. The product is [CH2:1]([N:3]([CH3:25])[C:4]1[N:24]=[C:7]2[CH:8]=[C:9]([NH:12][C:13]([C:15]3[N:19]([CH3:20])[N:18]=[CH:17][C:16]=3[C:21]([N:26]3[CH2:31][CH2:30][O:29][CH2:28][CH2:27]3)=[O:23])=[O:14])[CH:10]=[CH:11][N:6]2[N:5]=1)[CH3:2]. The yield is 0.815. (2) The reactants are C(OC([NH:8][CH2:9][CH2:10][N:11]([CH2:13][C:14]1[C:15]([C:25]2[CH:26]=[C:27]3[C:31](=[CH:32][CH:33]=2)[N:30](C(OC(C)(C)C)=O)[N:29]=[CH:28]3)=[N:16][N:17](C2CCCCO2)[CH:18]=1)[CH3:12])=O)(C)(C)C.O.CC#N. The catalyst is O1CCCC1.Cl. The product is [NH2:8][CH2:9][CH2:10][N:11]([CH2:13][C:14]1[C:15]([C:25]2[CH:26]=[C:27]3[C:31](=[CH:32][CH:33]=2)[NH:30][N:29]=[CH:28]3)=[N:16][NH:17][CH:18]=1)[CH3:12]. The yield is 0.290. (3) The reactants are O.[NH2:2][NH2:3].F[C:5]1[CH:12]=[CH:11][C:10]([N:13]2[CH2:17][CH2:16][N:15]([C:18]3[CH:19]=[N:20][CH:21]=[CH:22][C:23]=3[CH3:24])[C:14]2=[O:25])=[CH:9][C:6]=1[C:7]#[N:8].CO. The catalyst is C(Cl)(Cl)Cl. The product is [NH2:8][C:7]1[C:6]2[C:5](=[CH:12][CH:11]=[C:10]([N:13]3[CH2:17][CH2:16][N:15]([C:18]4[CH:19]=[N:20][CH:21]=[CH:22][C:23]=4[CH3:24])[C:14]3=[O:25])[CH:9]=2)[NH:3][N:2]=1. The yield is 0.453. (4) The reactants are [F:1][C:2]([F:42])([F:41])[C:3]1[CH:4]=[C:5]([CH:34]=[C:35]([C:37]([F:40])([F:39])[F:38])[CH:36]=1)[CH2:6][N:7]([CH2:14][C:15]1[CH:20]=[C:19]([C:21]([F:24])([F:23])[F:22])[CH:18]=[CH:17][C:16]=1[C:25]([CH:28]1[CH2:33][CH2:32][CH2:31][CH2:30][CH2:29]1)([OH:27])[CH3:26])[C:8]1[N:9]=[N:10][N:11]([CH3:13])[N:12]=1.[H-].[Na+].I[CH3:46]. The catalyst is O1CCCC1. The product is [F:40][C:37]([F:38])([F:39])[C:35]1[CH:34]=[C:5]([CH:4]=[C:3]([C:2]([F:1])([F:41])[F:42])[CH:36]=1)[CH2:6][N:7]([CH2:14][C:15]1[CH:20]=[C:19]([C:21]([F:24])([F:23])[F:22])[CH:18]=[CH:17][C:16]=1[C:25]([CH:28]1[CH2:33][CH2:32][CH2:31][CH2:30][CH2:29]1)([O:27][CH3:46])[CH3:26])[C:8]1[N:9]=[N:10][N:11]([CH3:13])[N:12]=1. The yield is 0.710. (5) The reactants are [Cl:1][C:2]1[C:3]([NH2:9])=[C:4]([NH2:8])[CH:5]=[CH:6][CH:7]=1.O=[C:11]([C:17](OCC)=[O:18])[C:12]([O:14][CH2:15][CH3:16])=[O:13]. The catalyst is C(O)C. The product is [Cl:1][C:2]1[CH:7]=[CH:6][CH:5]=[C:4]2[C:3]=1[N:9]=[C:11]([C:12]([O:14][CH2:15][CH3:16])=[O:13])[C:17](=[O:18])[NH:8]2. The yield is 0.510.